This data is from Peptide-MHC class II binding affinity with 134,281 pairs from IEDB. The task is: Regression. Given a peptide amino acid sequence and an MHC pseudo amino acid sequence, predict their binding affinity value. This is MHC class II binding data. (1) The peptide sequence is SERPQASGVYMGNLT. The MHC is DRB1_0101 with pseudo-sequence DRB1_0101. The binding affinity (normalized) is 0.249. (2) The peptide sequence is FFGQNTAAIAATEAQ. The MHC is DRB1_1101 with pseudo-sequence DRB1_1101. The binding affinity (normalized) is 0.132. (3) The peptide sequence is LTQPLQQVTSLFSQV. The MHC is DRB1_0301 with pseudo-sequence DRB1_0301. The binding affinity (normalized) is 0.202. (4) The peptide sequence is VFLQTHIFAEVLKDA. The MHC is HLA-DQA10501-DQB10301 with pseudo-sequence HLA-DQA10501-DQB10301. The binding affinity (normalized) is 0.386. (5) The peptide sequence is EKLYFAATQFEPLAA. The MHC is HLA-DQA10501-DQB10201 with pseudo-sequence HLA-DQA10501-DQB10201. The binding affinity (normalized) is 0.525. (6) The peptide sequence is GELQIVDKIDAAFKI. The MHC is DRB1_0802 with pseudo-sequence DRB1_0802. The binding affinity (normalized) is 0.517.